From a dataset of NCI-60 drug combinations with 297,098 pairs across 59 cell lines. Regression. Given two drug SMILES strings and cell line genomic features, predict the synergy score measuring deviation from expected non-interaction effect. (1) Drug 1: C1CC(=O)NC(=O)C1N2CC3=C(C2=O)C=CC=C3N. Drug 2: CC1CCCC2(C(O2)CC(NC(=O)CC(C(C(=O)C(C1O)C)(C)C)O)C(=CC3=CSC(=N3)C)C)C. Cell line: SK-MEL-2. Synergy scores: CSS=-13.1, Synergy_ZIP=-0.670, Synergy_Bliss=-12.9, Synergy_Loewe=-15.9, Synergy_HSA=-13.6. (2) Drug 1: CN(C)C1=NC(=NC(=N1)N(C)C)N(C)C. Drug 2: C1CCC(C(C1)N)N.C(=O)(C(=O)[O-])[O-].[Pt+4]. Cell line: OVCAR3. Synergy scores: CSS=-0.700, Synergy_ZIP=-1.64, Synergy_Bliss=-2.13, Synergy_Loewe=-11.0, Synergy_HSA=-4.61. (3) Drug 1: C1CCC(CC1)NC(=O)N(CCCl)N=O. Drug 2: CC1=C(C(CCC1)(C)C)C=CC(=CC=CC(=CC(=O)O)C)C. Cell line: TK-10. Synergy scores: CSS=4.18, Synergy_ZIP=-3.14, Synergy_Bliss=-1.13, Synergy_Loewe=-1.70, Synergy_HSA=-1.60. (4) Drug 1: C#CCC(CC1=CN=C2C(=N1)C(=NC(=N2)N)N)C3=CC=C(C=C3)C(=O)NC(CCC(=O)O)C(=O)O. Drug 2: CC(C)NC(=O)C1=CC=C(C=C1)CNNC.Cl. Cell line: NCI-H522. Synergy scores: CSS=-0.303, Synergy_ZIP=-0.590, Synergy_Bliss=-1.56, Synergy_Loewe=-4.06, Synergy_HSA=-4.28. (5) Drug 1: CCCS(=O)(=O)NC1=C(C(=C(C=C1)F)C(=O)C2=CNC3=C2C=C(C=N3)C4=CC=C(C=C4)Cl)F. Drug 2: CCCCC(=O)OCC(=O)C1(CC(C2=C(C1)C(=C3C(=C2O)C(=O)C4=C(C3=O)C=CC=C4OC)O)OC5CC(C(C(O5)C)O)NC(=O)C(F)(F)F)O. Cell line: SF-295. Synergy scores: CSS=4.43, Synergy_ZIP=-1.27, Synergy_Bliss=2.01, Synergy_Loewe=2.98, Synergy_HSA=2.38. (6) Drug 1: C1=CC=C(C=C1)NC(=O)CCCCCCC(=O)NO. Drug 2: CCC1(C2=C(COC1=O)C(=O)N3CC4=CC5=C(C=CC(=C5CN(C)C)O)N=C4C3=C2)O.Cl. Cell line: NCI/ADR-RES. Synergy scores: CSS=30.2, Synergy_ZIP=-7.15, Synergy_Bliss=-3.73, Synergy_Loewe=-13.8, Synergy_HSA=-3.97.